Dataset: Forward reaction prediction with 1.9M reactions from USPTO patents (1976-2016). Task: Predict the product of the given reaction. (1) Given the reactants [OH:1][C:2]1([C:9]2[CH:10]=[N:11][C:12]([O:15][CH3:16])=[N:13][CH:14]=2)[CH2:7][CH2:6][C:5](=O)[CH2:4][CH2:3]1.[NH:17]1[CH2:20][CH:19]([NH:21][C:22]([CH2:24][NH:25][C:26](=[O:37])[C:27]2[CH:32]=[CH:31][CH:30]=[C:29]([C:33]([F:36])([F:35])[F:34])[CH:28]=2)=[O:23])[CH2:18]1, predict the reaction product. The product is: [OH:1][C:2]1([C:9]2[CH:10]=[N:11][C:12]([O:15][CH3:16])=[N:13][CH:14]=2)[CH2:7][CH2:6][CH:5]([N:17]2[CH2:20][CH:19]([NH:21][C:22]([CH2:24][NH:25][C:26](=[O:37])[C:27]3[CH:32]=[CH:31][CH:30]=[C:29]([C:33]([F:36])([F:34])[F:35])[CH:28]=3)=[O:23])[CH2:18]2)[CH2:4][CH2:3]1. (2) Given the reactants Cl.Cl.NC1N=CN=C2N([CH:21]([C:23]3[O:24][C:25](=[O:45])[C:26]4[C:31]([C:32]=3[C:33]3[S:34][C:35]([CH2:38][N:39]5[CH2:44][CH2:43][NH:42][CH2:41][CH2:40]5)=[CH:36][CH:37]=3)=[CH:30][CH:29]=[CH:28][CH:27]=4)[CH3:22])N=C(C3C=C(O)C=C(F)C=3)C=12.[CH3:46]N(C)CC=CC1C=C(C2C3C(=CC=CC=3)C(=O)OC=2C(O)C)C=CC=1.[CH2:72]([O:79][C:80]1[CH:81]=[C:82]([C:87]2[C:95]3[C:90](=[N:91][CH:92]=[N:93][C:94]=3[NH2:96])[NH:89][N:88]=2)[CH:83]=[C:84]([F:86])[CH:85]=1)C1C=CC=CC=1, predict the reaction product. The product is: [NH2:96][C:94]1[N:93]=[CH:92][N:91]=[C:90]2[N:89]([CH:21]([C:23]3[O:24][C:25](=[O:45])[C:26]4[C:31]([C:32]=3[C:33]3[S:34][C:35]([CH2:38][N:39]5[CH2:40][CH2:41][N:42]([CH3:46])[CH2:43][CH2:44]5)=[CH:36][CH:37]=3)=[CH:30][CH:29]=[CH:28][CH:27]=4)[CH3:22])[N:88]=[C:87]([C:82]3[CH:81]=[C:80]([O:79][CH3:72])[CH:85]=[C:84]([F:86])[CH:83]=3)[C:95]=12. (3) The product is: [Cl:2][C:3]1[CH:12]=[C:11]2[C:6]([C:7]([NH:13][C:14]3[CH:15]=[CH:16][C:17]([N:22]4[CH2:27][CH2:26][O:25][CH2:24][CH2:23]4)=[C:18]([CH2:20][N:36]([CH2:35][CH2:34][N:33]([CH3:38])[CH3:32])[CH3:37])[CH:19]=3)=[CH:8][CH:9]=[N:10]2)=[CH:5][CH:4]=1. Given the reactants Cl.[Cl:2][C:3]1[CH:12]=[C:11]2[C:6]([C:7]([NH:13][C:14]3[CH:15]=[CH:16][C:17]([N:22]4[CH2:27][CH2:26][O:25][CH2:24][CH2:23]4)=[C:18]([CH2:20]O)[CH:19]=3)=[CH:8][CH:9]=[N:10]2)=[CH:5][CH:4]=1.S(Cl)(Cl)=O.[CH3:32][N:33]([CH3:38])[CH2:34][CH2:35][NH:36][CH3:37], predict the reaction product. (4) Given the reactants [F:1][C:2]1[CH:7]=[C:6](B2OC(C)(C)C(C)(C)O2)[CH:5]=[CH:4][C:3]=1[C:17]1[N:18]=[CH:19][C:20]([NH2:23])=[N:21][CH:22]=1.Br[C:25]1[CH:30]=[CH:29][CH:28]=[CH:27][C:26]=1[NH:31][S:32]([C:35]1[CH:40]=[CH:39][CH:38]=[CH:37][CH:36]=1)(=[O:34])=[O:33], predict the reaction product. The product is: [NH2:23][C:20]1[N:21]=[CH:22][C:17]([C:3]2[CH:4]=[CH:5][C:6]([C:25]3[CH:30]=[CH:29][CH:28]=[CH:27][C:26]=3[NH:31][S:32]([C:35]3[CH:36]=[CH:37][CH:38]=[CH:39][CH:40]=3)(=[O:33])=[O:34])=[CH:7][C:2]=2[F:1])=[N:18][CH:19]=1. (5) Given the reactants [N+:1]([C:4]1[CH:9]=[CH:8][C:7]([N:10]2[C:18]3[CH:17]=[CH:16][N:15]=[CH:14][C:13]=3[N:12]=[CH:11]2)=[CH:6][CH:5]=1)([O-:3])=[O:2].[OH:19]O, predict the reaction product. The product is: [N+:1]([C:4]1[CH:9]=[CH:8][C:7]([N:10]2[C:18]3[CH:17]=[CH:16][N+:15]([O-:19])=[CH:14][C:13]=3[N:12]=[CH:11]2)=[CH:6][CH:5]=1)([O-:3])=[O:2]. (6) Given the reactants [Cl:1][C:2]1[CH:3]=[C:4]([C@@H:8]2[C@@H:13]([C:14]3[CH:19]=[CH:18][C:17]([Cl:20])=[CH:16][CH:15]=3)[NH:12][C:11](=[O:21])[CH2:10][CH2:9]2)[CH:5]=[CH:6][CH:7]=1.[Li][CH2:23][CH2:24][CH2:25]C.C(Br)C=C, predict the reaction product. The product is: [CH2:25]([C@@H:10]1[CH2:9][C@H:8]([C:4]2[CH:5]=[CH:6][CH:7]=[C:2]([Cl:1])[CH:3]=2)[C@@H:13]([C:14]2[CH:15]=[CH:16][C:17]([Cl:20])=[CH:18][CH:19]=2)[NH:12][C:11]1=[O:21])[CH:24]=[CH2:23]. (7) Given the reactants [Cl:1][C:2]1[N:3]=[C:4](Cl)[C:5]2[CH:10]=[CH:9][N:8]([S:11]([C:14]3[CH:20]=[CH:19][C:17]([CH3:18])=[CH:16][CH:15]=3)(=[O:13])=[O:12])[C:6]=2[N:7]=1.[NH2:22][CH:23]1[CH2:28][CH2:27][N:26]([C:29]([O:31][C:32]([CH3:35])([CH3:34])[CH3:33])=[O:30])[CH2:25][CH2:24]1.O.CCOC(C)=O, predict the reaction product. The product is: [Cl:1][C:2]1[N:3]=[C:4]([NH:22][CH:23]2[CH2:24][CH2:25][N:26]([C:29]([O:31][C:32]([CH3:35])([CH3:34])[CH3:33])=[O:30])[CH2:27][CH2:28]2)[C:5]2[CH:10]=[CH:9][N:8]([S:11]([C:14]3[CH:20]=[CH:19][C:17]([CH3:18])=[CH:16][CH:15]=3)(=[O:13])=[O:12])[C:6]=2[N:7]=1. (8) Given the reactants [NH2:1][C:2]1[CH:3]=[N:4][CH:5]=[CH:6][C:7]=1[N:8]1[CH2:13][C@H:12]([CH3:14])[C@@H:11]([O:15][Si:16]([C:19]([CH3:22])([CH3:21])[CH3:20])([CH3:18])[CH3:17])[C@H:10]([NH:23][C:24](=[O:30])[O:25][C:26]([CH3:29])([CH3:28])[CH3:27])[CH2:9]1.[CH3:31][CH:32]1[CH2:34][CH:33]1[C:35]1[O:46][C:38]2=[N:39][C:40]([C:43](O)=[O:44])=[CH:41][CH:42]=[C:37]2[CH:36]=1.CCN(C(C)C)C(C)C.CN(C(ON1N=NC2C=CC=NC1=2)=[N+](C)C)C.F[P-](F)(F)(F)(F)F, predict the reaction product. The product is: [Si:16]([O:15][C@@H:11]1[C@@H:12]([CH3:14])[CH2:13][N:8]([C:7]2[CH:6]=[CH:5][N:4]=[CH:3][C:2]=2[NH:1][C:43]([C:40]2[N:39]=[C:38]3[O:46][C:35]([CH:33]4[CH2:34][CH:32]4[CH3:31])=[CH:36][C:37]3=[CH:42][CH:41]=2)=[O:44])[CH2:9][C@H:10]1[NH:23][C:24](=[O:30])[O:25][C:26]([CH3:29])([CH3:28])[CH3:27])([C:19]([CH3:22])([CH3:21])[CH3:20])([CH3:18])[CH3:17]. (9) Given the reactants [NH2:1][C:2]1[N:22]=[C:5]2[C:6]([C:10]3[CH:11]=[C:12]([N:16]([CH3:21])[S:17]([CH3:20])(=[O:19])=[O:18])[CH:13]=[CH:14][CH:15]=3)=[CH:7][CH:8]=[CH:9][N:4]2[N:3]=1.Br[C:24]1[CH:37]=[CH:36][C:27]([O:28][CH2:29][CH2:30][N:31]2[CH2:35][CH2:34][CH2:33][CH2:32]2)=[CH:26][CH:25]=1.C1(P(C2CCCCC2)C2C=CC=CC=2C2C=CC=CC=2P(C2CCCCC2)C2CCCCC2)CCCCC1, predict the reaction product. The product is: [CH3:21][N:16]([C:12]1[CH:13]=[CH:14][CH:15]=[C:10]([C:6]2[C:5]3[N:4]([N:3]=[C:2]([NH:1][C:24]4[CH:25]=[CH:26][C:27]([O:28][CH2:29][CH2:30][N:31]5[CH2:32][CH2:33][CH2:34][CH2:35]5)=[CH:36][CH:37]=4)[N:22]=3)[CH:9]=[CH:8][CH:7]=2)[CH:11]=1)[S:17]([CH3:20])(=[O:19])=[O:18]. (10) Given the reactants [NH2:1][C:2]1[S:3][C:4]([C:8]([NH:10][CH2:11][C:12]2[CH:17]=[CH:16][CH:15]=[CH:14][CH:13]=2)=[O:9])=[C:5]([CH3:7])[N:6]=1.C(N(CC)CC)C.[C:25]1([CH:31]([CH2:36][C:37](Cl)=[O:38])[CH2:32][C:33](Cl)=[O:34])[CH:30]=[CH:29][CH:28]=[CH:27][CH:26]=1, predict the reaction product. The product is: [CH2:11]([NH:10][C:8]([C:4]1[S:3][C:2]([N:1]2[C:37](=[O:38])[CH2:36][CH:31]([C:25]3[CH:30]=[CH:29][CH:28]=[CH:27][CH:26]=3)[CH2:32][C:33]2=[O:34])=[N:6][C:5]=1[CH3:7])=[O:9])[C:12]1[CH:17]=[CH:16][CH:15]=[CH:14][CH:13]=1.